This data is from Catalyst prediction with 721,799 reactions and 888 catalyst types from USPTO. The task is: Predict which catalyst facilitates the given reaction. Reactant: [F:1][CH:2]([F:30])[C:3]1[C:11]2[C:6](=[CH:7][C:8]([Cl:12])=[CH:9][CH:10]=2)[N:5]([S:13]([C:16]2[CH:21]=[CH:20][C:19]([O:22][CH3:23])=[C:18]([N:24]3[CH2:29][CH2:28][NH:27][CH2:26][CH2:25]3)[CH:17]=2)(=[O:15])=[O:14])[CH:4]=1.C(O)(=O)C.C([BH3-])#N.[Na+].CCO[C:42]1(O[Si](C)(C)C)[CH2:44][CH2:43]1.C(=O)([O-])[O-].[Na+].[Na+]. Product: [Cl:12][C:8]1[CH:7]=[C:6]2[C:11]([C:3]([CH:2]([F:1])[F:30])=[CH:4][N:5]2[S:13]([C:16]2[CH:21]=[CH:20][C:19]([O:22][CH3:23])=[C:18]([N:24]3[CH2:29][CH2:28][N:27]([CH:42]4[CH2:44][CH2:43]4)[CH2:26][CH2:25]3)[CH:17]=2)(=[O:15])=[O:14])=[CH:10][CH:9]=1. The catalyst class is: 24.